From a dataset of NCI-60 drug combinations with 297,098 pairs across 59 cell lines. Regression. Given two drug SMILES strings and cell line genomic features, predict the synergy score measuring deviation from expected non-interaction effect. (1) Drug 1: C(=O)(N)NO. Drug 2: CC1=C(C(=O)C2=C(C1=O)N3CC4C(C3(C2COC(=O)N)OC)N4)N. Cell line: SNB-75. Synergy scores: CSS=25.6, Synergy_ZIP=-6.11, Synergy_Bliss=0.770, Synergy_Loewe=-9.94, Synergy_HSA=3.02. (2) Synergy scores: CSS=9.38, Synergy_ZIP=0.346, Synergy_Bliss=4.31, Synergy_Loewe=5.19, Synergy_HSA=5.29. Drug 1: CC1OCC2C(O1)C(C(C(O2)OC3C4COC(=O)C4C(C5=CC6=C(C=C35)OCO6)C7=CC(=C(C(=C7)OC)O)OC)O)O. Cell line: OVCAR-4. Drug 2: C1CN1P(=S)(N2CC2)N3CC3. (3) Drug 1: C1=C(C(=O)NC(=O)N1)F. Drug 2: CC1CCC2CC(C(=CC=CC=CC(CC(C(=O)C(C(C(=CC(C(=O)CC(OC(=O)C3CCCCN3C(=O)C(=O)C1(O2)O)C(C)CC4CCC(C(C4)OC)OCCO)C)C)O)OC)C)C)C)OC. Cell line: SN12C. Synergy scores: CSS=32.9, Synergy_ZIP=-2.86, Synergy_Bliss=-1.13, Synergy_Loewe=3.00, Synergy_HSA=3.74.